From a dataset of Reaction yield outcomes from USPTO patents with 853,638 reactions. Predict the reaction yield, written as a fraction of the theoretical maximum amount of product (1.0 means a 100% yield; for example, 0.34 means a 34% yield). (1) The reactants are Cl[C:2]1[CH:3]=[C:4]([CH:9]=[C:10]([Cl:12])[N:11]=1)[C:5]([O:7][CH3:8])=[O:6].[CH:13]([NH2:16])([CH3:15])[CH3:14].C([O-])([O-])=O.[Cs+].[Cs+].C1C=CC(P(C2C(C3C(P(C4C=CC=CC=4)C4C=CC=CC=4)=CC=C4C=3C=CC=C4)=C3C(C=CC=C3)=CC=2)C2C=CC=CC=2)=CC=1. The catalyst is C1(C)C=CC=CC=1.CC([O-])=O.CC([O-])=O.[Pd+2]. The product is [Cl:12][C:10]1[CH:9]=[C:4]([CH:3]=[C:2]([NH:16][CH:13]([CH3:15])[CH3:14])[N:11]=1)[C:5]([O:7][CH3:8])=[O:6]. The yield is 0.273. (2) The reactants are [S:1]1[C:10]2[CH2:9][CH2:8][C:7]3[CH:11]=[CH:12][CH:13]=[CH:14][C:6]=3[C:5](=O)[C:4]=2[CH:3]=[CH:2]1.[Cl:16][C:17]1[CH:25]=[C:24]([Cl:26])[CH:23]=[CH:22][C:18]=1[CH2:19][Mg]Cl. The catalyst is C1COCC1. The product is [Cl:16][C:17]1[CH:25]=[C:24]([Cl:26])[CH:23]=[CH:22][C:18]=1[CH:19]=[C:5]1[C:6]2[CH:14]=[CH:13][CH:12]=[CH:11][C:7]=2[CH2:8][CH2:9][C:10]2[S:1][CH:2]=[CH:3][C:4]1=2. The yield is 0.440. (3) The reactants are [F:1][C:2]1[CH:7]=[CH:6][C:5]([C:8]2[N:12]=[N:11][N:10]([CH3:13])[C:9]=2[C:14]2[N:15]=[CH:16][N:17]([C:19]3[CH:27]=[CH:26][C:22]([C:23]([OH:25])=O)=[CH:21][CH:20]=3)[CH:18]=2)=[CH:4][CH:3]=1.[NH2:28][CH:29]1[CH2:34][CH2:33][O:32][CH2:31][CH2:30]1. The product is [F:1][C:2]1[CH:3]=[CH:4][C:5]([C:8]2[N:12]=[N:11][N:10]([CH3:13])[C:9]=2[C:14]2[N:15]=[CH:16][N:17]([C:19]3[CH:20]=[CH:21][C:22]([C:23]([NH:28][CH:29]4[CH2:34][CH2:33][O:32][CH2:31][CH2:30]4)=[O:25])=[CH:26][CH:27]=3)[CH:18]=2)=[CH:6][CH:7]=1. The yield is 0.790. No catalyst specified. (4) The reactants are [C:1]1([C:7]2[CH:8]=[C:9]([C:16]([OH:18])=[O:17])[S:10][C:11]=2[C:12]([F:15])([F:14])[F:13])[CH:6]=[CH:5][CH:4]=[CH:3][CH:2]=1.O/[N:20]=[C:21](/[C:23]1[CH:40]=[CH:39][C:26]([CH2:27][N:28]2[CH2:31][CH:30]([C:32]([O:34][C:35]([CH3:38])([CH3:37])[CH3:36])=[O:33])[CH2:29]2)=[CH:25][CH:24]=1)\[NH2:22].C1C=CC2N(O)N=NC=2C=1.CCN(C(C)C)C(C)C.C(Cl)CCl. The catalyst is CN(C)C=O. The product is [C:1]1([C:7]2[CH:8]=[C:9]([C:16]([O:18]/[N:20]=[C:21](/[C:23]3[CH:40]=[CH:39][C:26]([CH2:27][N:28]4[CH2:31][CH:30]([C:32]([O:34][C:35]([CH3:36])([CH3:38])[CH3:37])=[O:33])[CH2:29]4)=[CH:25][CH:24]=3)\[NH2:22])=[O:17])[S:10][C:11]=2[C:12]([F:14])([F:15])[F:13])[CH:2]=[CH:3][CH:4]=[CH:5][CH:6]=1. The yield is 0.890.